From a dataset of Forward reaction prediction with 1.9M reactions from USPTO patents (1976-2016). Predict the product of the given reaction. (1) The product is: [CH2:17]([N:24]1[CH2:25][CH2:26][C:27]([NH:32][C:33]2[CH:38]=[CH:37][CH:36]=[CH:35][C:34]=2[CH3:39])([C:9]2[S:10][CH:11]=[C:7]([CH3:6])[N:8]=2)[CH2:28][CH2:29]1)[C:18]1[CH:19]=[CH:20][CH:21]=[CH:22][CH:23]=1. Given the reactants O1CCCC1.[CH3:6][C:7]1[N:8]=[CH:9][S:10][CH:11]=1.C([Li])CCC.[CH2:17]([N:24]1[CH2:29][CH2:28][C:27]([NH:32][C:33]2[CH:38]=[CH:37][CH:36]=[CH:35][C:34]=2[CH3:39])(C#N)[CH2:26][CH2:25]1)[C:18]1[CH:23]=[CH:22][CH:21]=[CH:20][CH:19]=1, predict the reaction product. (2) Given the reactants [O:1]1[CH2:6][CH2:5][C:4](=O)[CH2:3][CH2:2]1.[CH3:8][C:9]([S@:12]([NH2:14])=[O:13])([CH3:11])[CH3:10].CCOC(C)=O.CCCCCC, predict the reaction product. The product is: [O:1]1[CH2:6][CH2:5][C:4](=[N:14][S@@:12]([C:9]([CH3:11])([CH3:10])[CH3:8])=[O:13])[CH2:3][CH2:2]1. (3) Given the reactants [C:1]([N:9]1[C:14]2[CH:15]=[C:16]([N+:19]([O-])=O)[CH:17]=[CH:18][C:13]=2[O:12][CH:11]([CH2:22][C:23]([O:25][CH3:26])=[O:24])[CH2:10]1)(=[O:8])[C:2]1[CH:7]=[CH:6][CH:5]=[CH:4][CH:3]=1, predict the reaction product. The product is: [C:1]([N:9]1[C:14]2[CH:15]=[C:16]([NH2:19])[CH:17]=[CH:18][C:13]=2[O:12][CH:11]([CH2:22][C:23]([O:25][CH3:26])=[O:24])[CH2:10]1)(=[O:8])[C:2]1[CH:7]=[CH:6][CH:5]=[CH:4][CH:3]=1. (4) Given the reactants [OH-].[K+].CS(O[CH2:8][CH2:9][NH:10][S:11]([C:14]1[CH:19]=[CH:18][CH:17]=[CH:16][C:15]=1[N+:20]([O-:22])=[O:21])(=[O:13])=[O:12])(=O)=O.C(Cl)Cl.C(OCC)(=O)C, predict the reaction product. The product is: [N+:20]([C:15]1[CH:16]=[CH:17][CH:18]=[CH:19][C:14]=1[S:11]([N:10]1[CH2:8][CH2:9]1)(=[O:13])=[O:12])([O-:22])=[O:21]. (5) Given the reactants [Cl:1][C:2]1[CH:7]=[CH:6][CH:5]=[CH:4][C:3]=1[C:8]1[N:9]=[C:10]([NH2:13])[S:11][CH:12]=1.[Br:14][C:15]1[CH:19]=[C:18]([Cl:20])[S:17][C:16]=1[S:21](Cl)(=[O:23])=[O:22], predict the reaction product. The product is: [Br:14][C:15]1[CH:19]=[C:18]([Cl:20])[S:17][C:16]=1[S:21]([NH:13][C:10]1[S:11][CH:12]=[C:8]([C:3]2[CH:4]=[CH:5][CH:6]=[CH:7][C:2]=2[Cl:1])[N:9]=1)(=[O:23])=[O:22].